The task is: Regression. Given a target protein amino acid sequence and a drug SMILES string, predict the binding affinity score between them. We predict pIC50 (pIC50 = -log10(IC50 in M); higher means more potent). Dataset: bindingdb_ic50.. This data is from Drug-target binding data from BindingDB using IC50 measurements. The compound is C[C@@]1(CCl)S[C@@H]2[C@@H](Cl)C(=O)N2[C@H]1C(=O)O. The target protein (P00809) has sequence MILKNKRMLKIGICVGILGLSITSLEAFTGESLQVEAKEKTGQVKHKNQATHKEFSQLEKKFDARLGVYAIDTGTNQTISYRPNERFAFASTYKALAAGVLLQQNSIDSLNEVITYTKEDLVDYSPVTEKHVDTGMKLGEIAEAAVRSSDNTAGNILFNKIGGPKGYEKALRHMGDRITMSNRFETELNEAIPGDIRDTSTAKAIATNLKAFTVGNALPAEKRKILTEWMKGNATGDKLIRAGIPTDWVVGDKSGAGSYGTRNDIAVVWPPNSAPIIVLISSKDEKEAIYNDQLIAEATKVIVKGS. The pIC50 is 2.3.